From a dataset of Forward reaction prediction with 1.9M reactions from USPTO patents (1976-2016). Predict the product of the given reaction. (1) Given the reactants [CH3:1][C:2]1[S:3][CH:4]=[C:5]([C:7]#[N:8])[N:6]=1.C([Li])CCC.[N+:14]([C:17]1[CH:24]=[CH:23][CH:22]=[CH:21][C:18]=1[CH:19]=[O:20])([O-:16])=[O:15].[Cl-].[NH4+], predict the reaction product. The product is: [OH:20][CH:19]([C:18]1[CH:21]=[CH:22][CH:23]=[CH:24][C:17]=1[N+:14]([O-:16])=[O:15])[C:4]1[S:3][C:2]([CH3:1])=[N:6][C:5]=1[C:7]#[N:8]. (2) Given the reactants [F:1][C:2]1[CH:3]=[CH:4][C:5]([N+:11]([O-:13])=[O:12])=[C:6]([CH:10]=1)[C:7]([OH:9])=O.[NH2:14][C:15]1[CH:20]=[CH:19][C:18]([Cl:21])=[CH:17][N:16]=1.P(Cl)(Cl)(Cl)=O, predict the reaction product. The product is: [Cl:21][C:18]1[CH:19]=[CH:20][C:15]([NH:14][C:7]([C:6]2[CH:10]=[C:2]([F:1])[CH:3]=[CH:4][C:5]=2[N+:11]([O-:13])=[O:12])=[O:9])=[N:16][CH:17]=1. (3) Given the reactants [Cl:1][C:2]1[N:7]=[CH:6][C:5]([CH2:8][S:9]([CH2:12][C:13]#[N:14])(=[O:11])=[O:10])=[CH:4][CH:3]=1.[F:15][C:16]([S:19][CH2:20][CH2:21]OS(C(F)(F)F)(=O)=O)([F:18])[F:17], predict the reaction product. The product is: [Cl:1][C:2]1[N:7]=[CH:6][C:5]([CH2:8][S:9]([CH:12]([CH2:21][CH2:20][S:19][C:16]([F:18])([F:17])[F:15])[C:13]#[N:14])(=[O:10])=[O:11])=[CH:4][CH:3]=1. (4) Given the reactants F[C:2]1[CH:9]=[CH:8][CH:7]=[CH:6][C:3]=1[C:4]#[N:5].[CH3:10][NH2:11], predict the reaction product. The product is: [CH3:10][NH:11][C:2]1[CH:9]=[CH:8][CH:7]=[CH:6][C:3]=1[C:4]#[N:5]. (5) Given the reactants [Br:1][C:2]1[CH:7]=[CH:6][C:5]([OH:8])=[C:4]([F:9])[CH:3]=1.[O:10]1[CH2:15][CH2:14][CH:13](O)[CH2:12][CH2:11]1, predict the reaction product. The product is: [Br:1][C:2]1[CH:7]=[CH:6][C:5]([O:8][CH:13]2[CH2:14][CH2:15][O:10][CH2:11][CH2:12]2)=[C:4]([F:9])[CH:3]=1.